Dataset: Reaction yield outcomes from USPTO patents with 853,638 reactions. Task: Predict the reaction yield, written as a fraction of the theoretical maximum amount of product (1.0 means a 100% yield; for example, 0.34 means a 34% yield). (1) No catalyst specified. The yield is 0.900. The product is [C:27]([C:3]1[CH:2]=[C:1]2[CH:24]=[C:22]3[N:23]=[C:19]([CH:18]=[C:16]4[NH:17][C:13](=[CH:12][C:10]5[CH:9]=[CH:8][C:7](=[CH:6][C:4]=1[NH:5]2)[N:11]=5)[CH:14]=[CH:15]4)[CH:20]=[CH:21]3)#[CH:28]. The reactants are [C:1]12[CH:24]=[C:22]3[N:23]=[C:19]([CH:20]=[CH:21]3)[CH:18]=[C:16]3[NH:17][C:13]([CH:14]=[CH:15]3)=[CH:12][C:10]3=[N:11][C:7]([CH:8]=[CH:9]3)=[CH:6][C:4]([NH:5]1)=[CH:3][CH:2]=2.[OH-].[Na+].[C:27]1(C)C=CC=C[CH:28]=1. (2) The reactants are [NH2:1][C:2]1[CH:10]=[CH:9][C:8]([F:11])=[CH:7][C:3]=1[C:4]([OH:6])=O.F[P-](F)(F)(F)(F)F.N1(O[P+](N2CCCC2)(N2CCCC2)N2CCCC2)C2C=CC=CC=2N=N1.C(N(CC)C(C)C)(C)C.[CH:54]1([C:57]2[C:58]([O:68][CH2:69][CH:70]3[CH2:75][CH2:74][NH:73][CH2:72][CH2:71]3)=[CH:59][C:60]([F:67])=[C:61]([CH:66]=2)[C:62]([O:64][CH3:65])=[O:63])[CH2:56][CH2:55]1. The catalyst is ClCCl. The product is [NH2:1][C:2]1[CH:10]=[CH:9][C:8]([F:11])=[CH:7][C:3]=1[C:4]([N:73]1[CH2:74][CH2:75][CH:70]([CH2:69][O:68][C:58]2[C:57]([CH:54]3[CH2:55][CH2:56]3)=[CH:66][C:61]([C:62]([O:64][CH3:65])=[O:63])=[C:60]([F:67])[CH:59]=2)[CH2:71][CH2:72]1)=[O:6]. The yield is 0.110. (3) The reactants are Cl[Si:2]([CH3:22])([CH3:21])[CH:3]1[C:14]2[C:6](=[CH:7][C:8]3[CH2:9][CH2:10][CH2:11][C:12]=3[CH:13]=2)[C:5]([C:15]2[CH:20]=[CH:19][CH:18]=[CH:17][CH:16]=2)=[CH:4]1.CCN(CC)CC.[C:30]([NH2:34])([CH3:33])([CH3:32])[CH3:31]. The catalyst is CCCCCC. The product is [CH3:31][C:30]([NH:34][Si:2]([CH3:22])([CH3:21])[CH:3]1[C:14]2[C:6](=[CH:7][C:8]3[CH2:9][CH2:10][CH2:11][C:12]=3[CH:13]=2)[C:5]([C:15]2[CH:20]=[CH:19][CH:18]=[CH:17][CH:16]=2)=[CH:4]1)([CH3:33])[CH3:32]. The yield is 0.887. (4) The reactants are [F:1][C:2]([F:26])([F:25])[C:3]([N:5]1[CH2:14][CH:13]([C:15]2[CH:20]=[CH:19][C:18]([O:21]C)=[CH:17][CH:16]=2)[C:12]2[C:7](=[CH:8][C:9]([O:23]C)=[CH:10][CH:11]=2)[CH2:6]1)=[O:4].B(Br)(Br)Br. The catalyst is C(Cl)Cl. The product is [F:26][C:2]([F:1])([F:25])[C:3]([N:5]1[CH2:14][CH:13]([C:15]2[CH:20]=[CH:19][C:18]([OH:21])=[CH:17][CH:16]=2)[C:12]2[C:7](=[CH:8][C:9]([OH:23])=[CH:10][CH:11]=2)[CH2:6]1)=[O:4]. The yield is 0.850. (5) The reactants are CN(C(ON1N=NC2C=CC=CC1=2)=[N+](C)C)C.F[P-](F)(F)(F)(F)F.CC([O:28][C:29]([CH2:31][CH2:32][CH2:33]/[CH:34]=[CH:35]\[CH2:36][C@@H:37]1[C@@H:41]([CH2:42][CH2:43][C@@H:44]([OH:53])[CH2:45][CH2:46][C:47]2[CH:52]=[CH:51][CH:50]=[CH:49][CH:48]=2)[C@H:40]([OH:54])[CH2:39][C@@H:38]1[OH:55])=O)C.[OH:56][CH2:57][C:58]([CH2:62][OH:63])([CH2:60][OH:61])[CH3:59].C(N(CC)CC)C. The catalyst is C1COCC1. The product is [OH:54][C@@H:40]1[CH2:39][C@H:38]([OH:55])[C@H:37]([CH2:36]/[CH:35]=[CH:34]\[CH2:33][CH2:32][CH2:31][C:29]([O:56][CH2:57][C:58]([CH2:62][OH:63])([CH3:59])[CH2:60][OH:61])=[O:28])[C@H:41]1[CH2:42][CH2:43][C@@H:44]([OH:53])[CH2:45][CH2:46][C:47]1[CH:48]=[CH:49][CH:50]=[CH:51][CH:52]=1. The yield is 0.630.